The task is: Regression/Classification. Given a drug SMILES string, predict its absorption, distribution, metabolism, or excretion properties. Task type varies by dataset: regression for continuous measurements (e.g., permeability, clearance, half-life) or binary classification for categorical outcomes (e.g., BBB penetration, CYP inhibition). Dataset: cyp2d6_veith.. This data is from CYP2D6 inhibition data for predicting drug metabolism from PubChem BioAssay. (1) The result is 0 (non-inhibitor). The drug is CC(C)(C)NC(=O)C1Cc2ccccc2CN1C(=O)Nc1ccccc1Cl. (2) The molecule is CCc1nc(SCC(=O)NCCc2ccccc2)c2oc3ccccc3c2n1. The result is 0 (non-inhibitor). (3) The drug is COc1ccccc1CN1CCCC2(CCN(C(=O)c3cccn3C)CC2)C1. The result is 1 (inhibitor). (4) The compound is CCN(CC)CCOCCOC(=O)C1(c2ccccc2)CCCC1. The result is 1 (inhibitor). (5) The molecule is COc1ccc(C(=O)N2CCC3(CCN(Cc4nccs4)CC3)CC2)cc1. The result is 0 (non-inhibitor). (6) The compound is CC[C@]1(O)C[C@@H]2CN(CCc3c([nH]c4ccccc34)[C@](C(=O)OC)(c3cc4c(cc3OC)N(C)[C@H]3[C@](O)(C(=O)OC)[C@@H](C(=O)OC)[C@@]5(CC)C=CCN6CC[C@@]43[C@@H]65)C2)C1. The result is 0 (non-inhibitor). (7) The compound is CS(=O)(=O)N1CCC2(CCCN(c3cccc(-c4ccccc4)c3)C2)CC1. The result is 0 (non-inhibitor).